Dataset: Reaction yield outcomes from USPTO patents with 853,638 reactions. Task: Predict the reaction yield, written as a fraction of the theoretical maximum amount of product (1.0 means a 100% yield; for example, 0.34 means a 34% yield). The reactants are [Cl:1][C:2]1[C:7]2[C:8](=[O:18])[N:9]([C:11]([O:13][C:14]([CH3:17])([CH3:16])[CH3:15])=[O:12])[CH2:10][C:6]=2[C:5]([F:19])=[C:4](Cl)[N:3]=1.[NH2:21][C@@H:22]1[CH2:27][CH2:26][CH2:25][CH2:24][C@@H:23]1[NH:28][C:29](=[O:35])[O:30][C:31]([CH3:34])([CH3:33])[CH3:32].CCN(C(C)C)C(C)C.O. The catalyst is CC(O)C.CS(C)=O. The product is [C:31]([O:30][C:29]([NH:28][C@H:23]1[CH2:24][CH2:25][CH2:26][CH2:27][C@H:22]1[NH:21][C:4]1[N:3]=[C:2]([Cl:1])[C:7]2[C:8](=[O:18])[N:9]([C:11]([O:13][C:14]([CH3:17])([CH3:16])[CH3:15])=[O:12])[CH2:10][C:6]=2[C:5]=1[F:19])=[O:35])([CH3:34])([CH3:32])[CH3:33]. The yield is 0.490.